Dataset: Catalyst prediction with 721,799 reactions and 888 catalyst types from USPTO. Task: Predict which catalyst facilitates the given reaction. (1) Reactant: [CH3:1][O:2][C:3]1[CH:4]=[C:5]2[C:9](=[CH:10][CH:11]=1)[NH:8][CH:7]=[CH:6]2.C[Mg]Br.[C:15]1([C:25](Cl)=[O:26])[C:24]2[C:19](=[CH:20][CH:21]=[CH:22][CH:23]=2)[CH:18]=[CH:17][CH:16]=1.[Cl-].[NH4+]. Product: [CH3:1][O:2][C:3]1[CH:4]=[C:5]2[C:9](=[CH:10][CH:11]=1)[NH:8][CH:7]=[C:6]2[C:25]([C:15]1[C:24]2[C:19](=[CH:20][CH:21]=[CH:22][CH:23]=2)[CH:18]=[CH:17][CH:16]=1)=[O:26]. The catalyst class is: 27. (2) Reactant: CC1(C)C(C)(C)[O:5][B:4]([C:9]2[CH:15]=[CH:14][C:12]([NH2:13])=[CH:11][CH:10]=2)[O:3]1.ClS([N:21]=[C:22]=[O:23])(=O)=O.[OH-].[Na+]. Product: [NH2:21][C:22]([NH:13][C:12]1[CH:11]=[CH:10][C:9]([B:4]([OH:3])[OH:5])=[CH:15][CH:14]=1)=[O:23]. The catalyst class is: 4. (3) Reactant: Cl[C:2]1[C:11]2[C:6](=[CH:7][C:8]([O:14][CH3:15])=[C:9]([O:12][CH3:13])[CH:10]=2)[N:5]=[CH:4][CH:3]=1.[OH:16][C:17]1[C:26]([C:27]([O:29][CH3:30])=[O:28])=[CH:25][C:24]2[C:19](=[CH:20][CH:21]=[CH:22][CH:23]=2)[CH:18]=1.O. Product: [CH3:13][O:12][C:9]1[CH:10]=[C:11]2[C:6](=[CH:7][C:8]=1[O:14][CH3:15])[N:5]=[CH:4][CH:3]=[C:2]2[O:16][C:17]1[C:26]([C:27]([O:29][CH3:30])=[O:28])=[CH:25][C:24]2[C:19]([CH:18]=1)=[CH:20][CH:21]=[CH:22][CH:23]=2. The catalyst class is: 420. (4) Reactant: C([O:3][C:4](=[O:36])[C:5]1[CH:10]=[CH:9][C:8]([NH:11][C:12]([C:14]2[CH:15]=[C:16]3[C:21](=[CH:22][CH:23]=2)[NH:20][CH2:19][CH2:18][N:17]3[S:24]([C:27]2[CH:32]=[C:31]([Cl:33])[CH:30]=[CH:29][C:28]=2[O:34][CH3:35])(=[O:26])=[O:25])=[O:13])=[CH:7][CH:6]=1)C.[OH-].[Na+]. Product: [Cl:33][C:31]1[CH:30]=[CH:29][C:28]([O:34][CH3:35])=[C:27]([S:24]([N:17]2[C:16]3[C:21](=[CH:22][CH:23]=[C:14]([C:12]([NH:11][C:8]4[CH:9]=[CH:10][C:5]([C:4]([OH:36])=[O:3])=[CH:6][CH:7]=4)=[O:13])[CH:15]=3)[NH:20][CH2:19][CH2:18]2)(=[O:26])=[O:25])[CH:32]=1. The catalyst class is: 83.